Dataset: Forward reaction prediction with 1.9M reactions from USPTO patents (1976-2016). Task: Predict the product of the given reaction. (1) Given the reactants [CH3:1][S:2][C:3]1[CH:8]=[CH:7][C:6]([C:9]2[C:13]3[CH:14]=[C:15]([C:18]4[O:22][C:21]([NH2:23])=[N:20][N:19]=4)[CH:16]=[CH:17][C:12]=3[O:11][CH:10]=2)=[CH:5][CH:4]=1.[OH:24]OS([O-])=O.[K+], predict the reaction product. The product is: [CH3:1][S:2]([C:3]1[CH:8]=[CH:7][C:6]([C:9]2[C:13]3[CH:14]=[C:15]([C:18]4[O:22][C:21]([NH2:23])=[N:20][N:19]=4)[CH:16]=[CH:17][C:12]=3[O:11][CH:10]=2)=[CH:5][CH:4]=1)=[O:24]. (2) The product is: [CH3:1][O:2][C:3](=[O:21])[CH2:4][C:5]1[CH:6]=[CH:7][C:8]([NH:11][C:12]2[CH:17]=[CH:16][N:15]=[CH:14][C:13]=2[NH2:18])=[CH:9][CH:10]=1. Given the reactants [CH3:1][O:2][C:3](=[O:21])[CH2:4][C:5]1[CH:10]=[CH:9][C:8]([NH:11][C:12]2[CH:17]=[CH:16][N:15]=[CH:14][C:13]=2[N+:18]([O-])=O)=[CH:7][CH:6]=1, predict the reaction product. (3) Given the reactants [CH3:1][N:2]1[C:10]([CH:11]=O)=[N:9][C:8]2[C:3]1=[N:4][C:5]([N:19]1[C:23]3[CH:24]=[CH:25][CH:26]=[CH:27][C:22]=3[N:21]=[C:20]1[CH3:28])=[N:6][C:7]=2[N:13]1[CH2:18][CH2:17][O:16][CH2:15][CH2:14]1.Cl.[CH3:30][N:31]([CH3:38])[C:32]([CH:34]1[CH2:37][NH:36][CH2:35]1)=[O:33].C(O[BH-](OC(=O)C)OC(=O)C)(=O)C.[Na+], predict the reaction product. The product is: [CH3:30][N:31]([CH3:38])[C:32]([CH:34]1[CH2:37][N:36]([CH2:11][C:10]2[N:2]([CH3:1])[C:3]3[C:8]([N:9]=2)=[C:7]([N:13]2[CH2:14][CH2:15][O:16][CH2:17][CH2:18]2)[N:6]=[C:5]([N:19]2[C:23]4[CH:24]=[CH:25][CH:26]=[CH:27][C:22]=4[N:21]=[C:20]2[CH3:28])[N:4]=3)[CH2:35]1)=[O:33]. (4) Given the reactants [CH2:1]([C@H:8]([CH2:12][C:13]([O:15]C(C)(C)C)=[O:14])[C:9]([OH:11])=O)[C:2]1[CH:7]=[CH:6][CH:5]=[CH:4][CH:3]=1.[NH2:20][C:21]1[CH:26]=[CH:25][C:24]([C:27]2[CH:32]=[CH:31][CH:30]=[CH:29][C:28]=2[Cl:33])=[CH:23][N:22]=1.C1C=C(Cl)C=C(C(OO)=[O:42])C=1.BrC1C=CC(N)=NC=1.ClC1C=CC=CC=1B(O)O, predict the reaction product. The product is: [CH2:1]([C@H:8]([CH2:12][C:13]([OH:15])=[O:14])[C:9]([NH:20][C:21]1[CH:26]=[CH:25][C:24]([C:27]2[CH:32]=[CH:31][CH:30]=[CH:29][C:28]=2[Cl:33])=[CH:23][N+:22]=1[O-:42])=[O:11])[C:2]1[CH:3]=[CH:4][CH:5]=[CH:6][CH:7]=1. (5) Given the reactants [N:1]1([C:7]([NH:9][NH:10][CH2:11][C:12]([O-:14])=[O:13])=[O:8])[CH2:6][CH2:5][CH2:4][CH2:3][CH2:2]1.[CH3:15][C:16]1C=CC(S(Cl)(=O)=O)=CC=1.C(N(CC)CC)C, predict the reaction product. The product is: [N:1]1([C:7]2[O:8][C:11]([C:12]([O:14][CH2:15][CH3:16])=[O:13])=[N:10][N:9]=2)[CH2:6][CH2:5][CH2:4][CH2:3][CH2:2]1. (6) Given the reactants Cl.C([Si](C)(C)[O:7][C@@H:8]1[CH2:13][CH2:12][C@H:11]([N:14]2[CH2:18][CH2:17][CH:16]([CH2:19][C:20]3[C:25]([Cl:26])=[CH:24][C:23]([C:27]4[CH:28]=[N:29][CH:30]=[CH:31][CH:32]=4)=[CH:22][C:21]=3[Cl:33])[C:15]2=[O:34])[CH2:10][CH2:9]1)(C)(C)C, predict the reaction product. The product is: [ClH:26].[Cl:33][C:21]1[CH:22]=[C:23]([C:27]2[CH:28]=[N:29][CH:30]=[CH:31][CH:32]=2)[CH:24]=[C:25]([Cl:26])[C:20]=1[CH2:19][CH:16]1[CH2:17][CH2:18][N:14]([C@H:11]2[CH2:12][CH2:13][C@@H:8]([OH:7])[CH2:9][CH2:10]2)[C:15]1=[O:34]. (7) Given the reactants [F:1][C:2]1[CH:7]=[CH:6][C:5]([C@H:8]([CH3:11])[CH2:9]O)=[CH:4][CH:3]=1.[C:12]1(=[O:22])[NH:16][C:15](=[O:17])[C:14]2=[CH:18][CH:19]=[CH:20][CH:21]=[C:13]12.C1(P(C2C=CC=CC=2)C2C=CC=CC=2)C=CC=CC=1, predict the reaction product. The product is: [F:1][C:2]1[CH:7]=[CH:6][C:5]([C@H:8]([CH3:11])[CH2:9][N:16]2[C:12](=[O:22])[C:13]3[C:14](=[CH:18][CH:19]=[CH:20][CH:21]=3)[C:15]2=[O:17])=[CH:4][CH:3]=1.